The task is: Predict the reaction yield, written as a fraction of the theoretical maximum amount of product (1.0 means a 100% yield; for example, 0.34 means a 34% yield).. This data is from Reaction yield outcomes from USPTO patents with 853,638 reactions. (1) The product is [CH2:1]([C@@H:5]1[N:10]([C:26](=[O:27])/[CH:25]=[CH:24]/[C:21]2[CH:22]=[CH:23][C:18]([S:17][CH3:16])=[CH:19][CH:20]=2)[CH2:9][C@H:8]([CH2:11][CH:12]([CH3:14])[CH3:13])[NH:7][C:6]1=[O:15])[CH:2]([CH3:4])[CH3:3]. No catalyst specified. The reactants are [CH2:1]([C@@H:5]1[NH:10][CH2:9][C@H:8]([CH2:11][CH:12]([CH3:14])[CH3:13])[NH:7][C:6]1=[O:15])[CH:2]([CH3:4])[CH3:3].[CH3:16][S:17][C:18]1[CH:23]=[CH:22][C:21](/[CH:24]=[CH:25]/[C:26](O)=[O:27])=[CH:20][CH:19]=1.C([C@@H]1N(C([C@@H]2C[C@H]2C2C=CC=CC=2)=O)C[C@H](CC(C)C)NC1=O)C(C)C. The yield is 0.960. (2) The reactants are C(O[C:6](=O)[NH:7]C1(C2C=CC(C3C(=O)C4C(=CC=C(C#N)C=4)OC=3C3C=CC=CC=3)=CC=2)CCC1)(C)(C)C.[C:38]([O:42][C:43](=[O:75])[NH:44][C:45]1([C:49]2[CH:54]=[CH:53][C:52]([C:55]3[C:64](=[O:65])[C:63]4[C:58](=[CH:59][C:60](Br)=[C:61]([O:66][CH3:67])[CH:62]=4)[O:57][C:56]=3[C:69]3[CH:74]=[CH:73][CH:72]=[CH:71][CH:70]=3)=[CH:51][CH:50]=2)[CH2:48][CH2:47][CH2:46]1)([CH3:41])([CH3:40])[CH3:39]. No catalyst specified. The product is [C:38]([O:42][C:43](=[O:75])[NH:44][C:45]1([C:49]2[CH:54]=[CH:53][C:52]([C:55]3[C:64](=[O:65])[C:63]4[C:58](=[CH:59][C:60]([C:6]#[N:7])=[C:61]([O:66][CH3:67])[CH:62]=4)[O:57][C:56]=3[C:69]3[CH:74]=[CH:73][CH:72]=[CH:71][CH:70]=3)=[CH:51][CH:50]=2)[CH2:48][CH2:47][CH2:46]1)([CH3:41])([CH3:40])[CH3:39]. The yield is 0.570. (3) The reactants are O=[C:2]1[NH:11][C:10]2[C:5](=[CH:6][CH:7]=[C:8]([C:12]([O:14][CH3:15])=[O:13])[CH:9]=2)[N:4]=[C:3]1[C:16]1[CH:21]=[CH:20][CH:19]=[CH:18][CH:17]=1.P(Br)(Br)([Br:24])=O. The catalyst is CC#N. The product is [Br:24][C:2]1[C:3]([C:16]2[CH:21]=[CH:20][CH:19]=[CH:18][CH:17]=2)=[N:4][C:5]2[C:10]([N:11]=1)=[CH:9][C:8]([C:12]([O:14][CH3:15])=[O:13])=[CH:7][CH:6]=2. The yield is 0.780. (4) The reactants are O.[F:2][C:3]1[CH:8]=[CH:7][C:6]([C:9]2[NH:13][N:12]=[C:11]([C:14](O)=[O:15])[C:10]=2[C:17]2[CH:22]=[CH:21][N:20]=[CH:19][CH:18]=2)=[CH:5][CH:4]=1.[H-].[Al+3].[Li+].[H-].[H-].[H-].[OH-].[K+]. The product is [F:2][C:3]1[CH:4]=[CH:5][C:6]([C:9]2[NH:13][N:12]=[C:11]([CH2:14][OH:15])[C:10]=2[C:17]2[CH:18]=[CH:19][N:20]=[CH:21][CH:22]=2)=[CH:7][CH:8]=1. The yield is 0.565. The catalyst is C1COCC1.O. (5) The reactants are CS(C)=O.[CH3:5][NH:6][C@H:7]1[CH2:11][CH2:10][NH:9][CH2:8]1.[C:12]([C:14]1[C:19]2[N:20]=[C:21]([C:23]([N:25]([CH2:27][CH2:28][O:29][CH3:30])[CH3:26])=[O:24])[O:22][C:18]=2[C:17](F)=[C:16]([C:32]2[CH:37]=[CH:36][CH:35]=[CH:34][CH:33]=2)[C:15]=1[CH3:38])#[N:13].C(N(CC)CC)C. The catalyst is [Cl-].[Na+].O.C(Cl)(Cl)Cl. The product is [C:12]([C:14]1[C:19]2[N:20]=[C:21]([C:23]([N:25]([CH2:27][CH2:28][O:29][CH3:30])[CH3:26])=[O:24])[O:22][C:18]=2[C:17]([N:9]2[CH2:10][CH2:11][C@H:7]([NH:6][CH3:5])[CH2:8]2)=[C:16]([C:32]2[CH:33]=[CH:34][CH:35]=[CH:36][CH:37]=2)[C:15]=1[CH3:38])#[N:13]. The yield is 0.310. (6) The reactants are [CH3:1][O:2][C:3]1[CH:4]=[C:5]2[C:9](=[CH:10][CH:11]=1)[NH:8][CH:7]=[CH:6]2.[OH-].[K+].[CH3:14]I. The catalyst is CN(C=O)C. The product is [CH3:1][O:2][C:3]1[CH:4]=[C:5]2[C:9](=[CH:10][CH:11]=1)[N:8]([CH3:14])[CH:7]=[CH:6]2. The yield is 0.820. (7) The reactants are [C:1]([OH:4])(=O)[CH3:2].CN(C(ON1N=NC2C=CC=NC1=2)=[N+](C)C)C.F[P-](F)(F)(F)(F)F.C(N(CC)CC)C.[NH2:36][C:37]1[N:42]=[CH:41][C:40]([C:43]2[CH:65]=[CH:64][C:46]3[N:47]([C:60]([CH3:63])([CH3:62])[CH3:61])[C:48]([C:50]4[CH:59]=[CH:58][CH:57]=[CH:56][C:51]=4[C:52]([NH:54]O)=[NH:53])=[N:49][C:45]=3[CH:44]=2)=[CH:39][N:38]=1. The catalyst is CN(C=O)C. The product is [C:60]([N:47]1[C:46]2[CH:64]=[CH:65][C:43]([C:40]3[CH:41]=[N:42][C:37]([NH2:36])=[N:38][CH:39]=3)=[CH:44][C:45]=2[N:49]=[C:48]1[C:50]1[CH:59]=[CH:58][CH:57]=[CH:56][C:51]=1[C:52]1[N:54]=[C:1]([CH3:2])[O:4][N:53]=1)([CH3:63])([CH3:61])[CH3:62]. The yield is 0.0800. (8) The reactants are C([S@@](N[C@@H](C1C=CC=CC=1)C(F)(F)C(OCC)=O)=O)(C)(C)C.Br[CH2:24][C:25]([O:27][CH3:28])=[O:26].C(=N/[S@](C(C)(C)C)=O)\C1C=CC=CC=1.[F:43][C:44]1[CH:45]=[C:46](/[C:50](=[N:52]/[S@:53]([C:55]([CH3:58])([CH3:57])[CH3:56])=[O:54])/[CH3:51])[CH:47]=[CH:48][CH:49]=1. No catalyst specified. The product is [C:55]([S@@:53]([NH:52][C@:50]([C:46]1[CH:47]=[CH:48][CH:49]=[C:44]([F:43])[CH:45]=1)([CH3:51])[CH2:24][C:25]([O:27][CH3:28])=[O:26])=[O:54])([CH3:56])([CH3:57])[CH3:58]. The yield is 0.715. (9) The reactants are O[CH:2]([C:36]1[CH:41]=[CH:40][CH:39]=[CH:38][CH:37]=1)[C:3]1[C:12]2[C:11](=[O:13])[N:10]([CH2:14][CH2:15][CH2:16][O:17][CH:18]3CCCC[O:19]3)[C:9](=[O:24])[N:8]([CH3:25])[C:7]=2[N:6]=[CH:5][C:4]=1[O:26][C:27]1[CH:32]=[CH:31][CH:30]=[C:29]([CH:33]([CH3:35])[CH3:34])[CH:28]=1. The catalyst is C(O)=O.[Zn]. The product is [CH2:2]([C:3]1[C:12]2[C:11](=[O:13])[N:10]([CH2:14][CH2:15][CH2:16][O:17][CH:18]=[O:19])[C:9](=[O:24])[N:8]([CH3:25])[C:7]=2[N:6]=[CH:5][C:4]=1[O:26][C:27]1[CH:32]=[CH:31][CH:30]=[C:29]([CH:33]([CH3:35])[CH3:34])[CH:28]=1)[C:36]1[CH:41]=[CH:40][CH:39]=[CH:38][CH:37]=1. The yield is 1.00.